Task: Predict the product of the given reaction.. Dataset: Forward reaction prediction with 1.9M reactions from USPTO patents (1976-2016) (1) Given the reactants [CH3:1][O:2][C:3](=[O:13])[C:4]1[CH:9]=[CH:8][C:7]([CH2:10]Br)=[CH:6][C:5]=1[F:12].COC(=O)C1C=CC(C[N:24]2[CH:28]=[C:27]([C:29]3[CH:34]=[CH:33][C:32]([Cl:35])=[CH:31][C:30]=3[Cl:36])[N:26]=[C:25]2/[CH:37]=[CH:38]/[C:39]2[CH:44]=[CH:43][C:42](Br)=[CH:41][CH:40]=2)=C(C(F)(F)F)C=1.[CH3:51][S:52]([C:55]1[CH:56]=[C:57](B(O)O)[CH:58]=[CH:59][CH:60]=1)(=[O:54])=[O:53], predict the reaction product. The product is: [CH3:1][O:2][C:3](=[O:13])[C:4]1[CH:9]=[CH:8][C:7]([CH2:10][N:24]2[CH:28]=[C:27]([C:29]3[CH:34]=[CH:33][C:32]([Cl:35])=[CH:31][C:30]=3[Cl:36])[N:26]=[C:25]2/[CH:37]=[CH:38]/[C:39]2[CH:40]=[CH:41][C:42]([C:59]3[CH:58]=[CH:57][CH:56]=[C:55]([S:52]([CH3:51])(=[O:54])=[O:53])[CH:60]=3)=[CH:43][CH:44]=2)=[CH:6][C:5]=1[F:12]. (2) The product is: [O:1]1[C:5]2[CH:6]=[CH:7][C:8]([C:10]3([C:13]([NH:23][C:19]4[N:18]=[C:17]([CH3:16])[CH:22]=[CH:21][N:20]=4)=[O:14])[CH2:12][CH2:11]3)=[CH:9][C:4]=2[O:3][CH2:2]1. Given the reactants [O:1]1[C:5]2[CH:6]=[CH:7][C:8]([C:10]3([C:13](Cl)=[O:14])[CH2:12][CH2:11]3)=[CH:9][C:4]=2[O:3][CH2:2]1.[CH3:16][C:17]1[CH:22]=[CH:21][N:20]=[C:19]([NH2:23])[N:18]=1, predict the reaction product. (3) Given the reactants [I:1][CH2:2][CH2:3][CH2:4][C:5]([C:7]1[CH:12]=[CH:11][C:10]([C:13]([CH3:18])([CH3:17])[C:14]([OH:16])=[O:15])=[CH:9][CH:8]=1)=[O:6].[BH4-].[Na+].Cl, predict the reaction product. The product is: [OH:6][CH:5]([C:7]1[CH:12]=[CH:11][C:10]([C:13]([CH3:18])([CH3:17])[C:14]([OH:16])=[O:15])=[CH:9][CH:8]=1)[CH2:4][CH2:3][CH2:2][I:1]. (4) Given the reactants [OH:1][C@H:2]1[CH2:7][CH2:6][C@H:5]([NH:8][CH2:9][C:10]([N:12]([CH2:14][CH:15](OC)OC)[CH3:13])=[O:11])[CH2:4][CH2:3]1.Cl.[H][H], predict the reaction product. The product is: [OH:1][C@H:2]1[CH2:3][CH2:4][C@H:5]([N:8]2[CH2:15][CH2:14][N:12]([CH3:13])[C:10](=[O:11])[CH2:9]2)[CH2:6][CH2:7]1. (5) Given the reactants [CH2:1]([NH:3][C:4]([NH:6][C:7]1[CH:12]=[CH:11][C:10]([C:13]2[N:14]=[C:15]([N:23]3[CH2:28][CH2:27][CH:26]([O:29][CH3:30])[CH2:25][CH2:24]3)[C:16]3[CH2:22][CH2:21][NH:20][CH2:19][C:17]=3[N:18]=2)=[CH:9][CH:8]=1)=[O:5])[CH3:2].Cl[C:32]1[N:37]=[CH:36][C:35]([F:38])=[CH:34][N:33]=1, predict the reaction product. The product is: [CH2:1]([NH:3][C:4]([NH:6][C:7]1[CH:8]=[CH:9][C:10]([C:13]2[N:14]=[C:15]([N:23]3[CH2:28][CH2:27][CH:26]([O:29][CH3:30])[CH2:25][CH2:24]3)[C:16]3[CH2:22][CH2:21][N:20]([C:32]4[N:37]=[CH:36][C:35]([F:38])=[CH:34][N:33]=4)[CH2:19][C:17]=3[N:18]=2)=[CH:11][CH:12]=1)=[O:5])[CH3:2]. (6) Given the reactants [NH2:1][C:2]1[C:6]([C:7]([O:9][CH2:10][CH3:11])=[O:8])=[CH:5][NH:4][N:3]=1, predict the reaction product. The product is: [CH3:7][C:6]1[CH:5]=[N:1][C:2]2[N:3]([N:4]=[CH:5][C:6]=2[C:7]([O:9][CH2:10][CH3:11])=[O:8])[CH:2]=1. (7) Given the reactants [Cl:1][C:2]1[C:10]([Cl:11])=[CH:9][CH:8]=[CH:7][C:3]=1[C:4]([OH:6])=O.[CH3:12][C:13]1([CH3:32])[CH2:18][CH2:17][N:16]([CH:19]([C:22]2[CH:23]=[N:24][C:25]([C:28]([F:31])([F:30])[F:29])=[N:26][CH:27]=2)[CH2:20][NH2:21])[CH2:15][CH2:14]1, predict the reaction product. The product is: [Cl:1][C:2]1[C:10]([Cl:11])=[CH:9][CH:8]=[CH:7][C:3]=1[C:4]([NH:21][CH2:20][CH:19]([N:16]1[CH2:17][CH2:18][C:13]([CH3:32])([CH3:12])[CH2:14][CH2:15]1)[C:22]1[CH:23]=[N:24][C:25]([C:28]([F:30])([F:31])[F:29])=[N:26][CH:27]=1)=[O:6]. (8) Given the reactants CC1C=CC(S(O[CH2:12][CH:13]([OH:29])[CH2:14][CH2:15][N:16]2[C:21](=[O:22])[CH:20]=[N:19][C:18]3[CH:23]=[CH:24][C:25]([O:27][CH3:28])=[N:26][C:17]2=3)(=O)=O)=CC=1.C(=O)([O-])O.[Na+], predict the reaction product. The product is: [CH3:28][O:27][C:25]1[CH:24]=[CH:23][C:18]2[N:19]=[CH:20][C:21](=[O:22])[N:16]([CH2:15][CH2:14][CH:13]3[CH2:12][O:29]3)[C:17]=2[N:26]=1. (9) Given the reactants Cl[C:2]1[N:7]=[CH:6][C:5]([N+:8]([O-])=O)=[CH:4][N:3]=1.[NH:11]1[CH2:16][CH2:15][CH2:14][CH:13]([NH:17][C:18](=[O:24])[O:19][C:20]([CH3:23])([CH3:22])[CH3:21])[CH2:12]1, predict the reaction product. The product is: [NH2:8][C:5]1[CH:4]=[N:3][C:2]([N:11]2[CH2:16][CH2:15][CH2:14][CH:13]([NH:17][C:18](=[O:24])[O:19][C:20]([CH3:22])([CH3:21])[CH3:23])[CH2:12]2)=[N:7][CH:6]=1. (10) Given the reactants [NH2:1][C:2]1[CH:3]=[N:4][CH:5]=[CH:6][CH:7]=1.[C:8](Cl)(=[O:13])[O:9][CH2:10][CH2:11][CH3:12].[OH-].[Na+], predict the reaction product. The product is: [N:4]1[CH:5]=[CH:6][CH:7]=[C:2]([NH:1][C:8](=[O:13])[O:9][CH2:10][CH2:11][CH3:12])[CH:3]=1.